Dataset: Reaction yield outcomes from USPTO patents with 853,638 reactions. Task: Predict the reaction yield, written as a fraction of the theoretical maximum amount of product (1.0 means a 100% yield; for example, 0.34 means a 34% yield). (1) The reactants are [OH-].[K+].[Br:3][C:4]1[CH:16]=[C:15]([C:17]([CH3:20])([CH3:19])[CH3:18])[CH:14]=[CH:13][C:5]=1[CH2:6][CH:7]([CH2:11][CH3:12])[C:8](O)=[O:9].S(Cl)([Cl:23])=O. The catalyst is O. The product is [Br:3][C:4]1[CH:16]=[C:15]([C:17]([CH3:20])([CH3:19])[CH3:18])[CH:14]=[CH:13][C:5]=1[CH2:6][CH:7]([CH2:11][CH3:12])[C:8]([Cl:23])=[O:9]. The yield is 0.700. (2) The reactants are [F:1][C:2]([F:26])([F:25])[S:3]([O:6][C:7]1[CH:8]=[CH:9][C:10]2[O:24][CH2:23][C:13]3([C:21]4[C:16](=[CH:17][CH:18]=[CH:19][CH:20]=4)[NH:15][C:14]3=[O:22])[C:11]=2[CH:12]=1)(=[O:5])=[O:4].[OH-].[Na+].Br[CH2:30][C:31]1[O:32][C:33]([C:36]([F:39])([F:38])[F:37])=[CH:34][CH:35]=1. The catalyst is CN(C)C=O.C(OCC)(=O)C. The product is [F:26][C:2]([F:1])([F:25])[S:3]([O:6][C:7]1[CH:8]=[CH:9][C:10]2[O:24][CH2:23][C:13]3([C:21]4[C:16](=[CH:17][CH:18]=[CH:19][CH:20]=4)[N:15]([CH2:30][C:31]4[O:32][C:33]([C:36]([F:39])([F:38])[F:37])=[CH:34][CH:35]=4)[C:14]3=[O:22])[C:11]=2[CH:12]=1)(=[O:5])=[O:4]. The yield is 0.800. (3) The reactants are [OH:1][C:2]1[CH:19]=[CH:18][C:17]2[C@@H:16]3[C@H:7]([C@H:8]4[C@@:12]([CH2:14][C@@H:15]3[CH2:20][CH2:21][CH2:22][CH2:23][CH2:24][CH2:25][CH2:26][CH2:27][CH2:28][CH:29]([CH2:35][CH2:36][C:37]([F:49])([F:48])[C:38]([F:47])([F:46])[C:39]([F:45])([F:44])[C:40]([F:43])([F:42])[F:41])[C:30]([O:32]CC)=[O:31])([CH3:13])[C@@H:11]([OH:50])[CH2:10][CH2:9]4)[CH2:6][CH2:5][C:4]=2[CH:3]=1.[OH-].[Na+].Cl. The catalyst is C(O)C.O. The product is [OH:1][C:2]1[CH:19]=[CH:18][C:17]2[C@@H:16]3[C@H:7]([C@H:8]4[C@@:12]([CH2:14][C@@H:15]3[CH2:20][CH2:21][CH2:22][CH2:23][CH2:24][CH2:25][CH2:26][CH2:27][CH2:28][CH:29]([CH2:35][CH2:36][C:37]([F:48])([F:49])[C:38]([F:46])([F:47])[C:39]([F:44])([F:45])[C:40]([F:41])([F:42])[F:43])[C:30]([OH:32])=[O:31])([CH3:13])[C@@H:11]([OH:50])[CH2:10][CH2:9]4)[CH2:6][CH2:5][C:4]=2[CH:3]=1. The yield is 0.840. (4) The product is [OH:1][CH:2]([C:14]1[CH:23]=[C:22]([C:24]2[CH:29]=[CH:28][C:27]([CH3:30])=[CH:26][CH:25]=2)[C:21]2[C:20]([CH3:32])([CH3:31])[CH2:19][CH2:18][C:17]([CH3:34])([CH3:33])[C:16]=2[CH:15]=1)/[CH:3]=[CH:4]/[C:5]1[CH:6]=[CH:7][C:8]([C:9]([OH:11])=[O:10])=[CH:12][CH:13]=1. The reactants are [O:1]=[C:2]([C:14]1[CH:23]=[C:22]([C:24]2[CH:29]=[CH:28][C:27]([CH3:30])=[CH:26][CH:25]=2)[C:21]2[C:20]([CH3:32])([CH3:31])[CH2:19][CH2:18][C:17]([CH3:34])([CH3:33])[C:16]=2[CH:15]=1)/[CH:3]=[CH:4]/[C:5]1[CH:13]=[CH:12][C:8]([C:9]([OH:11])=[O:10])=[CH:7][CH:6]=1.O.O.O.O.O.O.O.[Cl-].[Ce+3].[Cl-].[Cl-].[BH4-].[Na+]. The yield is 0.500. No catalyst specified.